From a dataset of Peptide-MHC class II binding affinity with 134,281 pairs from IEDB. Regression. Given a peptide amino acid sequence and an MHC pseudo amino acid sequence, predict their binding affinity value. This is MHC class II binding data. (1) The peptide sequence is KKLLCDIGESSSSSVTE. The MHC is DRB1_0301 with pseudo-sequence DRB1_0301. The binding affinity (normalized) is 0.515. (2) The peptide sequence is WPQQQPFPQPQQPFCQQPQR. The MHC is HLA-DQA10301-DQB10302 with pseudo-sequence HLA-DQA10301-DQB10302. The binding affinity (normalized) is 0.199. (3) The binding affinity (normalized) is 0.0403. The peptide sequence is DELVGGPPVEASAAA. The MHC is DRB1_1501 with pseudo-sequence DRB1_1501. (4) The peptide sequence is IRPRKTHESHLVRSW. The MHC is HLA-DQA10103-DQB10603 with pseudo-sequence HLA-DQA10103-DQB10603. The binding affinity (normalized) is 0.207. (5) The peptide sequence is PGLIIGALAGST. The MHC is HLA-DQA10501-DQB10301 with pseudo-sequence HLA-DQA10501-DQB10301. The binding affinity (normalized) is 0.701.